From a dataset of Peptide-MHC class I binding affinity with 185,985 pairs from IEDB/IMGT. Regression. Given a peptide amino acid sequence and an MHC pseudo amino acid sequence, predict their binding affinity value. This is MHC class I binding data. (1) The peptide sequence is RTSKAALER. The MHC is HLA-A30:01 with pseudo-sequence HLA-A30:01. The binding affinity (normalized) is 0.207. (2) The peptide sequence is FVGLALLTL. The MHC is HLA-A23:01 with pseudo-sequence HLA-A23:01. The binding affinity (normalized) is 0. (3) The peptide sequence is LMMMLPATL. The MHC is HLA-A02:17 with pseudo-sequence HLA-A02:17. The binding affinity (normalized) is 0.498.